Dataset: Forward reaction prediction with 1.9M reactions from USPTO patents (1976-2016). Task: Predict the product of the given reaction. (1) Given the reactants C[CH:2]1[CH2:9][C@H:8]2[C@H:4]([CH2:5][NH:6][C@@H:7]2[CH2:10][NH:11][C:12]([C:14]2[N:21]3[C:17]([S:18][CH:19]=[CH:20]3)=[N:16][C:15]=2[CH3:22])=[O:13])[CH2:3]1.[NH2:23][C:24]1[S:25][C:26]([C:32]2[CH:37]=[CH:36][CH:35]=[CH:34][CH:33]=2)=[C:27]([C:29]([OH:31])=O)[N:28]=1, predict the reaction product. The product is: [NH2:23][C:24]1[S:25][C:26]([C:32]2[CH:37]=[CH:36][CH:35]=[CH:34][CH:33]=2)=[C:27]([C:29]([N:6]2[CH2:5][C@H:4]3[C@H:8]([CH2:9][CH2:2][CH2:3]3)[C@H:7]2[CH2:10][NH:11][C:12]([C:14]2[N:21]3[C:17]([S:18][CH:19]=[CH:20]3)=[N:16][C:15]=2[CH3:22])=[O:13])=[O:31])[N:28]=1. (2) Given the reactants Cl.[O:2]1[C:6]2[CH:7]=[CH:8][CH:9]=[C:10]([CH:11]3[CH2:16][CH2:15][N:14]([CH2:17][CH2:18][C@H:19]4[CH2:24][CH2:23][C@H:22]([NH2:25])[CH2:21][CH2:20]4)[CH2:13][CH2:12]3)[C:5]=2[O:4][CH2:3]1.[O:26]1[CH2:31][CH2:30][CH2:29][CH2:28][C@H:27]1[CH2:32][C:33](O)=[O:34], predict the reaction product. The product is: [O:2]1[C:6]2[CH:7]=[CH:8][CH:9]=[C:10]([CH:11]3[CH2:16][CH2:15][N:14]([CH2:17][CH2:18][C@H:19]4[CH2:20][CH2:21][C@H:22]([NH:25][C:33](=[O:34])[CH2:32][C@@H:27]5[CH2:28][CH2:29][CH2:30][CH2:31][O:26]5)[CH2:23][CH2:24]4)[CH2:13][CH2:12]3)[C:5]=2[O:4][CH2:3]1. (3) Given the reactants [Cl:1][C:2]1[CH:46]=[CH:45][CH:44]=[CH:43][C:3]=1[O:4][CH2:5][CH2:6][CH2:7][O:8][C:9]1[CH:14]=[CH:13][C:12]([CH:15]2[CH:20]([O:21][Si:22]([CH:29]([CH3:31])[CH3:30])([CH:26]([CH3:28])[CH3:27])[CH:23]([CH3:25])[CH3:24])[CH2:19][N:18]([C:32]([O:34][CH2:35][C:36]3[CH:41]=[CH:40][CH:39]=[CH:38][CH:37]=3)=[O:33])[CH2:17][CH:16]2[OH:42])=[CH:11][CH:10]=1.Cl[CH2:48][C:49]1[CH:50]=[CH:51][C:52]2[O:57][CH2:56][C:55](=[O:58])[N:54]([CH2:59][CH2:60][CH2:61][O:62][CH3:63])[C:53]=2[CH:64]=1, predict the reaction product. The product is: [Cl:1][C:2]1[CH:46]=[CH:45][CH:44]=[CH:43][C:3]=1[O:4][CH2:5][CH2:6][CH2:7][O:8][C:9]1[CH:10]=[CH:11][C:12]([CH:15]2[CH:20]([O:21][Si:22]([CH:23]([CH3:24])[CH3:25])([CH:29]([CH3:31])[CH3:30])[CH:26]([CH3:27])[CH3:28])[CH2:19][N:18]([C:32]([O:34][CH2:35][C:36]3[CH:41]=[CH:40][CH:39]=[CH:38][CH:37]=3)=[O:33])[CH2:17][CH:16]2[O:42][CH2:48][C:49]2[CH:50]=[CH:51][C:52]3[O:57][CH2:56][C:55](=[O:58])[N:54]([CH2:59][CH2:60][CH2:61][O:62][CH3:63])[C:53]=3[CH:64]=2)=[CH:13][CH:14]=1. (4) Given the reactants [C:1]([O:5][C:6]([N:8]([CH3:48])[C@H:9]([C:13]([NH:15][C@H:16]([C:20]([N:22]([C@@H:24]([C@@H:44]([CH3:47])[CH2:45][CH3:46])[C@H:25]([O:42][CH3:43])[CH2:26][C:27]([N:29]1[CH2:33][CH2:32][CH2:31][C@H:30]1[C@H:34]([O:40][CH3:41])[C@H:35]([C:37](O)=[O:38])[CH3:36])=[O:28])[CH3:23])=[O:21])[CH:17]([CH3:19])[CH3:18])=[O:14])[CH:10]([CH3:12])[CH3:11])=[O:7])([CH3:4])([CH3:3])[CH3:2].[C:49]1([CH2:55][C@H:56]([NH2:65])/[CH:57]=[CH:58]\[C:59]2[CH:64]=[CH:63][CH:62]=[CH:61][CH:60]=2)[CH:54]=[CH:53][CH:52]=[CH:51][CH:50]=1, predict the reaction product. The product is: [C:1]([O:5][C:6]([N:8]([CH3:48])[C@H:9]([C:13]([NH:15][C@H:16]([C:20]([N:22]([C@@H:24]([C@@H:44]([CH3:47])[CH2:45][CH3:46])[C@H:25]([O:42][CH3:43])[CH2:26][C:27]([N:29]1[CH2:33][CH2:32][CH2:31][C@H:30]1[C@H:34]([O:40][CH3:41])[C@@H:35]([CH3:36])[C:37]([NH:65][C@H:56](/[CH:57]=[CH:58]\[C:59]1[CH:64]=[CH:63][CH:62]=[CH:61][CH:60]=1)[CH2:55][C:49]1[CH:54]=[CH:53][CH:52]=[CH:51][CH:50]=1)=[O:38])=[O:28])[CH3:23])=[O:21])[CH:17]([CH3:18])[CH3:19])=[O:14])[CH:10]([CH3:12])[CH3:11])=[O:7])([CH3:2])([CH3:3])[CH3:4]. (5) Given the reactants Cl[C:2]1[C:3]([NH2:8])=[N:4][CH:5]=[CH:6][N:7]=1.[CH3:9][O:10][C:11]1[CH:12]=[C:13]([S:17](Cl)(=[O:19])=[O:18])[CH:14]=[CH:15][CH:16]=1.[CH3:21][O-:22].[Na+], predict the reaction product. The product is: [CH3:9][O:10][C:11]1[CH:12]=[C:13]([S:17]([NH:8][C:3]2[C:2]([O:22][CH3:21])=[N:7][CH:6]=[CH:5][N:4]=2)(=[O:19])=[O:18])[CH:14]=[CH:15][CH:16]=1. (6) Given the reactants [OH:1][C:2]1[CH:15]=[CH:14][C:13]2[O:12][C:11]3[C:6](=[CH:7][C:8]([C:16]4[CH:17]=[N:18][CH:19]=[N:20][CH:21]=4)=[CH:9][CH:10]=3)[C:5]3([CH2:25][O:24][C:23]([NH2:26])=[N:22]3)[C:4]=2[CH:3]=1.C(=O)([O-])[O-].[Cs+].[Cs+].CN(C=O)C.Br[CH2:39][C:40]([CH3:43])([CH3:42])[CH3:41], predict the reaction product. The product is: [CH3:39][C:40]([CH3:43])([CH3:42])[CH2:41][O:1][C:2]1[CH:15]=[CH:14][C:13]2[O:12][C:11]3[C:6](=[CH:7][C:8]([C:16]4[CH:17]=[N:18][CH:19]=[N:20][CH:21]=4)=[CH:9][CH:10]=3)[C:5]3([CH2:25][O:24][C:23]([NH2:26])=[N:22]3)[C:4]=2[CH:3]=1. (7) Given the reactants [OH:1][C:2]1[CH:7]=[CH:6][C:5]([C:8]2[CH:13]=[CH:12][C:11]([C:14]([O:16][CH2:17][CH3:18])=[O:15])=[CH:10][CH:9]=2)=[CH:4][CH:3]=1.Cl[CH2:20][C:21]([NH:23][CH2:24][CH2:25][CH2:26][CH2:27][CH2:28][CH3:29])=[O:22], predict the reaction product. The product is: [CH2:24]([NH:23][C:21](=[O:22])[CH2:20][O:1][C:2]1[CH:3]=[CH:4][C:5]([C:8]2[CH:9]=[CH:10][C:11]([C:14]([OH:16])=[O:15])=[CH:12][CH:13]=2)=[CH:6][CH:7]=1)[CH2:25][CH2:26][CH2:27][CH2:28][CH3:29].[CH2:24]([NH:23][C:21](=[O:22])[CH2:20][O:1][C:2]1[CH:3]=[CH:4][C:5]([C:8]2[CH:13]=[CH:12][C:11]([C:14]([O:16][CH2:17][CH3:18])=[O:15])=[CH:10][CH:9]=2)=[CH:6][CH:7]=1)[CH2:25][CH2:26][CH2:27][CH2:28][CH3:29].